This data is from Reaction yield outcomes from USPTO patents with 853,638 reactions. The task is: Predict the reaction yield, written as a fraction of the theoretical maximum amount of product (1.0 means a 100% yield; for example, 0.34 means a 34% yield). (1) The reactants are S(Cl)(Cl)=O.[CH:5]1([C:11]2[C:19]3[C:14](=[CH:15][C:16]([C:20]([OH:22])=[O:21])=[CH:17][CH:18]=3)[NH:13][CH:12]=2)[CH2:10][CH2:9][CH2:8][CH2:7][CH2:6]1.[CH3:23]O. No catalyst specified. The product is [CH:5]1([C:11]2[C:19]3[C:14](=[CH:15][C:16]([C:20]([O:22][CH3:23])=[O:21])=[CH:17][CH:18]=3)[NH:13][CH:12]=2)[CH2:6][CH2:7][CH2:8][CH2:9][CH2:10]1. The yield is 0.690. (2) The catalyst is O. The yield is 0.220. The product is [Cl:14][C:12]1[CH:13]=[C:8]([CH:9]=[C:10]([Cl:16])[C:11]=1[O:15][C:18]1[C:27]2[C:22](=[CH:23][C:24]([O:30][CH3:31])=[C:25]([O:28][CH3:29])[CH:26]=2)[N:21]=[CH:20][CH:19]=1)[NH2:7]. The reactants are [H-].[Na+].CS(C)=O.[NH2:7][C:8]1[CH:13]=[C:12]([Cl:14])[C:11]([OH:15])=[C:10]([Cl:16])[CH:9]=1.Cl[C:18]1[C:27]2[C:22](=[CH:23][C:24]([O:30][CH3:31])=[C:25]([O:28][CH3:29])[CH:26]=2)[N:21]=[CH:20][CH:19]=1. (3) The reactants are Cl.[C:2]([C:5]1[N:9](S(N(C)C)(=O)=O)[C:8]([N:16]2[CH2:21][CH2:20][O:19][CH2:18][CH2:17]2)=[N:7][CH:6]=1)(=[O:4])[CH3:3].C([O-])([O-])=O.[Na+].[Na+]. The catalyst is C1COCC1.O. The product is [O:19]1[CH2:20][CH2:21][N:16]([C:8]2[NH:9][C:5]([C:2](=[O:4])[CH3:3])=[CH:6][N:7]=2)[CH2:17][CH2:18]1. The yield is 0.580. (4) The reactants are CC1[O:7][CH:6]([CH3:8])[O:5][CH:4]([CH3:9])O1.[Na+].[I-:11].[C:12]([O:15][C:16]1C=[CH:20][CH:19]=[CH:18][C:17]=1C(Cl)=O)(=[O:14])[CH3:13]. The catalyst is C(Cl)Cl. The product is [C:12]([O:15][C:16]1[CH:17]=[CH:18][CH:19]=[CH:20][C:8]=1[C:6]([O:5][CH:4]([I:11])[CH3:9])=[O:7])(=[O:14])[CH3:13]. The yield is 0.400. (5) The reactants are [N+:1]([C:4]1[CH:11]=[N:10][CH:9]=[CH:8][C:5]=1[CH:6]=[O:7])([O-:3])=[O:2].CO/[CH:14]=[CH:15]/[C:16]([O:18][Si](C)(C)C)=[CH2:17]. The catalyst is C1COCC1.[Cl-].[Zn+2].[Cl-]. The product is [N+:1]([C:4]1[CH:11]=[N:10][CH:9]=[CH:8][C:5]=1[CH:6]1[CH2:17][C:16](=[O:18])[CH:15]=[CH:14][O:7]1)([O-:3])=[O:2]. The yield is 0.760. (6) The reactants are [CH2:1]([C:3]1[CH:8]=[CH:7][C:6]([CH:9]([C:11]2[C:16]([OH:17])=[CH:15][CH:14]=[CH:13][N:12]=2)O)=[CH:5][CH:4]=1)[CH3:2]. The catalyst is [OH-].[OH-].[Pd+2].C(O)(=O)C. The product is [CH2:1]([C:3]1[CH:8]=[CH:7][C:6]([CH2:9][C:11]2[C:16]([OH:17])=[CH:15][CH:14]=[CH:13][N:12]=2)=[CH:5][CH:4]=1)[CH3:2]. The yield is 0.820. (7) The yield is 0.980. The reactants are C([N:8](CC1C=CC=CC=1)[CH:9]1[CH2:13][CH:12]([C:14]2[N:18]3[C:19]4[CH:25]=[CH:24][N:23]([CH2:26][O:27][CH2:28][CH2:29][Si:30]([CH3:33])([CH3:32])[CH3:31])[C:20]=4[N:21]=[CH:22][C:17]3=[N:16][CH:15]=2)[CH:11]([CH3:34])[CH2:10]1)C1C=CC=CC=1.[H][H]. The catalyst is C(O)C(F)(F)F.[OH-].[OH-].[Pd+2]. The product is [CH3:34][CH:11]1[CH:12]([C:14]2[N:18]3[C:19]4[CH:25]=[CH:24][N:23]([CH2:26][O:27][CH2:28][CH2:29][Si:30]([CH3:33])([CH3:32])[CH3:31])[C:20]=4[N:21]=[CH:22][C:17]3=[N:16][CH:15]=2)[CH2:13][CH:9]([NH2:8])[CH2:10]1. (8) The reactants are [Br:1][C:2]1[CH:3]=[C:4]2[C:9](=[CH:10][CH:11]=1)[N:8]=[C:7]([CH2:12]Cl)[N:6]([C:14]1[CH:19]=[CH:18][CH:17]=[CH:16][C:15]=1[Cl:20])[C:5]2=[O:21].O.[SH:23][C:24]1[N:32]=[CH:31][N:30]=[C:29]2[C:25]=1[NH:26][CH:27]=[N:28]2.C([O-])([O-])=O.[K+].[K+]. The catalyst is CN(C=O)C. The product is [Br:1][C:2]1[CH:3]=[C:4]2[C:9](=[CH:10][CH:11]=1)[N:8]=[C:7]([CH2:12][S:23][C:24]1[N:32]=[CH:31][N:30]=[C:29]3[C:25]=1[N:26]=[CH:27][NH:28]3)[N:6]([C:14]1[CH:19]=[CH:18][CH:17]=[CH:16][C:15]=1[Cl:20])[C:5]2=[O:21]. The yield is 0.470. (9) The reactants are [F:1][C:2]1[C:11]([F:12])=[CH:10][C:9]([NH2:13])=[C:8]2[C:3]=1[CH:4]=[CH:5][CH:6]=[N:7]2.[C:14]1([S:20](Cl)(=[O:22])=[O:21])[CH:19]=[CH:18][CH:17]=[CH:16][CH:15]=1. The catalyst is CN(C1C=CN=CC=1)C. The product is [F:1][C:2]1[C:11]([F:12])=[CH:10][C:9]([NH:13][S:20]([C:14]2[CH:19]=[CH:18][CH:17]=[CH:16][CH:15]=2)(=[O:22])=[O:21])=[C:8]2[C:3]=1[CH:4]=[CH:5][CH:6]=[N:7]2. The yield is 0.350.